From a dataset of Catalyst prediction with 721,799 reactions and 888 catalyst types from USPTO. Predict which catalyst facilitates the given reaction. (1) Reactant: [CH3:1][C:2]([CH3:21])([CH3:20])[C:3]([C:5]1[N:9]([CH2:10][C:11]([OH:13])=O)[C:8]2[CH:14]=[C:15]([O:18][CH3:19])[CH:16]=[CH:17][C:7]=2[N:6]=1)=[O:4].C1C=CC2N(O)N=NC=2C=1.[CH2:32]([NH:34][CH2:35][CH2:36][CH2:37][CH3:38])[CH3:33].CCN(C(C)C)C(C)C. Product: [CH2:35]([N:34]([CH2:32][CH3:33])[C:11](=[O:13])[CH2:10][N:9]1[C:8]2[CH:14]=[C:15]([O:18][CH3:19])[CH:16]=[CH:17][C:7]=2[N:6]=[C:5]1[C:3](=[O:4])[C:2]([CH3:21])([CH3:20])[CH3:1])[CH2:36][CH2:37][CH3:38]. The catalyst class is: 607. (2) Reactant: C(C(=CC(C)C)C(N1CCCC1CN1C2C=CC(CN([C@H](C(C)(C)C)C)C(=O)OCC3C=CC=CC=3)=CC=2N=C1[NH:39][C:40](=[O:50])[C:41]1[CH:46]=[CH:45][C:44]([CH:47]([F:49])[F:48])=[CH:43][CH:42]=1)=O)#N.Br.C(Cl)Cl.CO.C([O-])(O)=O.[Na+]. Product: [F:48][CH:47]([F:49])[C:44]1[CH:43]=[CH:42][C:41]([C:40]([NH2:39])=[O:50])=[CH:46][CH:45]=1. The catalyst class is: 15. (3) Reactant: C1(C(C2C=CC=CC=2)[N:8]2[CH2:11][CH:10]([O:12][C:13]3[CH:18]=[CH:17][C:16]([F:19])=[CH:15][CH:14]=3)[CH2:9]2)C=CC=CC=1. Product: [F:19][C:16]1[CH:17]=[CH:18][C:13]([O:12][CH:10]2[CH2:9][NH:8][CH2:11]2)=[CH:14][CH:15]=1. The catalyst class is: 421. (4) Reactant: [F:1][C:2]([F:14])([F:13])[C:3]1[CH:12]=[CH:11][C:6](/[CH:7]=[CH:8]/[CH2:9][OH:10])=[CH:5][CH:4]=1. Product: [F:1][C:2]([F:13])([F:14])[C:3]1[CH:12]=[CH:11][C:6](/[CH:7]=[CH:8]/[CH:9]=[O:10])=[CH:5][CH:4]=1. The catalyst class is: 485.